From a dataset of Full USPTO retrosynthesis dataset with 1.9M reactions from patents (1976-2016). Predict the reactants needed to synthesize the given product. (1) Given the product [F:1][C:2]1[C:7]2[N:8]=[CH:9][S:10][C:6]=2[CH:5]=[C:4]([C:11]([O:13][CH3:14])=[O:12])[C:3]=1[NH:15][C:16]1[CH:21]=[CH:20][C:19]([I:30])=[CH:18][C:17]=1[F:22], predict the reactants needed to synthesize it. The reactants are: [F:1][C:2]1[C:7]2[N:8]=[CH:9][S:10][C:6]=2[CH:5]=[C:4]([C:11]([O:13][CH3:14])=[O:12])[C:3]=1[NH:15][C:16]1[CH:21]=[CH:20][CH:19]=[CH:18][C:17]=1[F:22].C1C(=O)N([I:30])C(=O)C1.FC(F)(F)C(O)=O.[NH4+].[Cl-]. (2) Given the product [S:20]1[CH:21]=[CH:22][CH:23]=[C:19]1[C:17]([C:16]1[CH:15]=[N:14][N:13]2[C:8]([C:4]3[CH:3]=[C:2]([NH:1][C:25](=[O:32])[C:26]4[CH:31]=[CH:30][N:29]=[CH:28][CH:27]=4)[CH:7]=[CH:6][CH:5]=3)=[CH:9][CH:10]=[N:11][C:12]=12)=[O:18], predict the reactants needed to synthesize it. The reactants are: [NH2:1][C:2]1[CH:3]=[C:4]([C:8]2[N:13]3[N:14]=[CH:15][C:16]([C:17]([C:19]4[S:20][CH:21]=[CH:22][CH:23]=4)=[O:18])=[C:12]3[N:11]=[CH:10][CH:9]=2)[CH:5]=[CH:6][CH:7]=1.Cl.[C:25](Cl)(=[O:32])[C:26]1[CH:31]=[CH:30][N:29]=[CH:28][CH:27]=1.C(O)(=O)C1C=CN=CC=1.